From a dataset of Reaction yield outcomes from USPTO patents with 853,638 reactions. Predict the reaction yield, written as a fraction of the theoretical maximum amount of product (1.0 means a 100% yield; for example, 0.34 means a 34% yield). (1) The reactants are [Cl:1][C:2]1[CH:3]=[CH:4][C:5]([F:10])=[C:6]([NH:8][NH2:9])[CH:7]=1.[C:11]([O:16][CH2:17][CH3:18])(=[O:15])[C:12]([CH3:14])=O.O. The catalyst is ClCCl. The product is [CH2:17]([O:16][C:11](=[O:15])[C:12](=[N:9][NH:8][C:6]1[CH:7]=[C:2]([Cl:1])[CH:3]=[CH:4][C:5]=1[F:10])[CH3:14])[CH3:18]. The yield is 0.629. (2) The reactants are C([N:8]1[CH:25]=[C:24]([C:26]2[CH:31]=[CH:30][CH:29]=[CH:28][N:27]=2)[O:23][C:10]2([CH2:15][CH2:14][N:13]([C:16]([O:18][C:19]([CH3:22])([CH3:21])[CH3:20])=[O:17])[CH2:12][CH2:11]2)[CH2:9]1)C1C=CC=CC=1.C([O-])=O.[NH4+]. The catalyst is CO.C(OCC)(=O)C.[OH-].[OH-].[Pd+2]. The product is [N:27]1[CH:28]=[CH:29][CH:30]=[CH:31][C:26]=1[CH:24]1[O:23][C:10]2([CH2:15][CH2:14][N:13]([C:16]([O:18][C:19]([CH3:21])([CH3:20])[CH3:22])=[O:17])[CH2:12][CH2:11]2)[CH2:9][NH:8][CH2:25]1. The yield is 1.00. (3) The reactants are OC1C(C2(CO)C3C(=CC=CC=3)N([CH2:20][CH2:21][CH2:22][N:23]3[C:31](=[O:32])[C:30]4[C:25](=[CH:26][CH:27]=[CH:28][CH:29]=4)[C:24]3=[O:33])C2=O)=CC2OCOC=2C=1.O[C:38]1[C:39]([C:47]2([CH2:57][OH:58])[C:55]3[C:50](=[CH:51][CH:52]=[CH:53][CH:54]=3)[NH:49][C:48]2=[O:56])=[CH:40][C:41]2[O:45][CH2:44][O:43][C:42]=2[CH:46]=1. No catalyst specified. The product is [O:56]=[C:48]1[C:47]2([C:39]3=[CH:40][C:41]4[O:45][CH2:44][O:43][C:42]=4[CH:46]=[C:38]3[O:58][CH2:57]2)[C:55]2[C:50](=[CH:51][CH:52]=[CH:53][CH:54]=2)[N:49]1[CH2:20][CH2:21][CH2:22][N:23]1[C:31](=[O:32])[C:30]2[C:25](=[CH:26][CH:27]=[CH:28][CH:29]=2)[C:24]1=[O:33]. The yield is 0.450. (4) The reactants are [CH:1]([C:3]1[NH:7][CH:6]=[C:5](/[CH:8]=[CH:9]/[C:10]([N:12]([CH3:14])[CH3:13])=[O:11])[CH:4]=1)=O.[C:15]([CH:20]=P(C1C=CC=CC=1)(C1C=CC=CC=1)C1C=CC=CC=1)([O:17][CH2:18][CH3:19])=[O:16]. The catalyst is C1C=CC=CC=1. The product is [CH3:13][N:12]([CH3:14])[C:10](/[CH:9]=[CH:8]/[C:5]1[CH:4]=[C:3](/[CH:1]=[CH:20]/[C:15]([O:17][CH2:18][CH3:19])=[O:16])[NH:7][CH:6]=1)=[O:11]. The yield is 0.750. (5) The reactants are C[O:2][C:3]1[CH:12]=[C:11]2[C:6]([CH2:7][CH2:8][CH2:9][C:10]2=[O:13])=[CH:5][CH:4]=1. The catalyst is Br. The product is [OH:2][C:3]1[CH:12]=[C:11]2[C:6]([CH2:7][CH2:8][CH2:9][C:10]2=[O:13])=[CH:5][CH:4]=1. The yield is 1.00. (6) The reactants are [C:1]1([C:7]([NH2:20])([C:14]2[CH:19]=[CH:18][CH:17]=[CH:16][CH:15]=2)[C:8]2[CH:13]=[CH:12][CH:11]=[CH:10][CH:9]=2)[CH:6]=[CH:5][CH:4]=[CH:3][CH:2]=1.I[CH2:22][CH3:23]. The catalyst is C(#N)C. The product is [C:1]1([C:7]([C:8]2[CH:13]=[CH:12][CH:11]=[CH:10][CH:9]=2)([C:14]2[CH:15]=[CH:16][CH:17]=[CH:18][CH:19]=2)[NH:20][CH2:22][CH3:23])[CH:6]=[CH:5][CH:4]=[CH:3][CH:2]=1. The yield is 0.280.